Dataset: Full USPTO retrosynthesis dataset with 1.9M reactions from patents (1976-2016). Task: Predict the reactants needed to synthesize the given product. (1) The reactants are: C[O:2][C:3]1[C:12]2[C:7](=[CH:8][CH:9]=[CH:10][CH:11]=2)[C:6]([O:13]C)=[C:5]([CH3:15])[C:4]=1/[CH:16]=[C:17](\[CH3:21])/[C:18]([OH:20])=[O:19].C1(=O)C2C(=CC=CC=2)C(=O)C=C1/C=C(\C)/C(O)=O. Given the product [CH3:15][C:5]1[C:6](=[O:13])[C:7]2[C:12](=[CH:11][CH:10]=[CH:9][CH:8]=2)[C:3](=[O:2])[C:4]=1/[CH:16]=[C:17](\[CH3:21])/[C:18]([OH:20])=[O:19], predict the reactants needed to synthesize it. (2) Given the product [C:1]([O:4][CH2:5][C:6]1[CH:11]=[C:10]([OH:12])[CH:9]=[C:8]([CH3:16])[C:7]=1[C:17]1[CH:22]=[CH:21][CH:20]=[C:19]([CH2:23][OH:24])[CH:18]=1)(=[O:3])[CH3:2], predict the reactants needed to synthesize it. The reactants are: [C:1]([O:4][CH2:5][C:6]1[CH:11]=[C:10]([O:12]C(=O)C)[CH:9]=[C:8]([CH3:16])[C:7]=1[C:17]1[CH:22]=[CH:21][CH:20]=[C:19]([CH:23]=[O:24])[CH:18]=1)(=[O:3])[CH3:2].O1CCCC1.[BH4-].[Na+].C(O)(=O)CC(CC(O)=O)(C(O)=O)O.